Dataset: Forward reaction prediction with 1.9M reactions from USPTO patents (1976-2016). Task: Predict the product of the given reaction. Given the reactants [O:1]1[CH2:6][CH2:5][N:4]([C:7]2[CH:8]=[CH:9][C:10]([N+:14]([O-])=O)=[C:11]([CH:13]=2)[NH2:12])[CH2:3][CH2:2]1.[H][H], predict the reaction product. The product is: [O:1]1[CH2:2][CH2:3][N:4]([C:7]2[CH:13]=[C:11]([NH2:12])[C:10]([NH2:14])=[CH:9][CH:8]=2)[CH2:5][CH2:6]1.